This data is from Full USPTO retrosynthesis dataset with 1.9M reactions from patents (1976-2016). The task is: Predict the reactants needed to synthesize the given product. (1) Given the product [Cl:8][C:6]1[CH:5]=[CH:4][C:3]([OH:9])=[C:2]([NH:1][C:17]([NH:18][C:19]2[CH:24]=[N:23][C:22]([C:25]#[N:26])=[CH:21][N:20]=2)=[O:16])[CH:7]=1, predict the reactants needed to synthesize it. The reactants are: [NH2:1][C:2]1[CH:7]=[C:6]([Cl:8])[CH:5]=[CH:4][C:3]=1[OH:9].C1([O:16][C:17](=O)[NH:18][C:19]2[CH:24]=[N:23][C:22]([C:25]#[N:26])=[CH:21][N:20]=2)C=CC=CC=1. (2) Given the product [CH2:1]([N:8]1[CH:16]=[C:15]2[C:10]([CH:11]=[C:12]([C:17]3[CH:18]=[C:19]([C@@H:27]4[CH2:32][CH2:31][CH2:30][N:29]([C:36](=[O:37])[CH2:35][N:34]([CH3:39])[CH3:33])[CH2:28]4)[N:20]4[C:25]=3[C:24]([NH2:26])=[N:23][CH:22]=[N:21]4)[CH:13]=[CH:14]2)=[N:9]1)[C:2]1[CH:3]=[CH:4][CH:5]=[CH:6][CH:7]=1, predict the reactants needed to synthesize it. The reactants are: [CH2:1]([N:8]1[CH:16]=[C:15]2[C:10]([CH:11]=[C:12]([C:17]3[CH:18]=[C:19]([C@@H:27]4[CH2:32][CH2:31][CH2:30][NH:29][CH2:28]4)[N:20]4[C:25]=3[C:24]([NH2:26])=[N:23][CH:22]=[N:21]4)[CH:13]=[CH:14]2)=[N:9]1)[C:2]1[CH:7]=[CH:6][CH:5]=[CH:4][CH:3]=1.[CH3:33][N:34]([CH3:39])[CH2:35][C:36](O)=[O:37].CCN=C=NCCCN(C)C.Cl.C1C=CC2N(O)N=NC=2C=1.C(N(CC)C(C)C)(C)C.